This data is from Forward reaction prediction with 1.9M reactions from USPTO patents (1976-2016). The task is: Predict the product of the given reaction. (1) Given the reactants [CH3:1][C:2]1[C:9]([CH3:10])=[CH:8][CH:7]=[CH:6][C:3]=1[CH:4]=[O:5].[CH2:11]([Li])[CH3:12], predict the reaction product. The product is: [CH3:1][C:2]1[C:9]([CH3:10])=[CH:8][CH:7]=[CH:6][C:3]=1[CH:4]([OH:5])[CH2:11][CH3:12]. (2) Given the reactants [C:1](=[O:4])([O-])[O-].[Na+].[Na+].[CH2:7]([NH2:25])[CH2:8][CH2:9][CH2:10][CH2:11][CH2:12][CH2:13][CH2:14]/[CH:15]=[CH:16]\[CH2:17][CH2:18][CH2:19][CH2:20][CH2:21][CH2:22][CH2:23][CH3:24].O=C(Cl)OC(Cl)(Cl)Cl, predict the reaction product. The product is: [CH2:7]([N:25]=[C:1]=[O:4])[CH2:8][CH2:9][CH2:10][CH2:11][CH2:12][CH2:13][CH2:14]/[CH:15]=[CH:16]\[CH2:17][CH2:18][CH2:19][CH2:20][CH2:21][CH2:22][CH2:23][CH3:24]. (3) Given the reactants [CH3:1][N:2]([CH3:41])[S:3]([NH:6][CH2:7][CH2:8][CH2:9][CH2:10][C@H:11]([NH:24][C:25](=[O:40])[O:26][CH2:27][C:28]1([CH2:32][C:33]2[CH:38]=[CH:37][C:36]([F:39])=[CH:35][CH:34]=2)[CH2:31][CH2:30][CH2:29]1)[CH:12]([OH:23])[C:13](=[O:22])[NH:14][CH2:15][C:16]1[CH:17]=[N:18][CH:19]=[CH:20][CH:21]=1)(=[O:5])=[O:4].OC([C@@H](NC(=O)OCC1(CC2C=CC=CC=2)CCCCC1)CCCCNC(N1CCOCC1)=O)C(=O)N[C@@H](C1C=CC=CC=1)C, predict the reaction product. The product is: [CH3:41][N:2]([CH3:1])[S:3]([NH:6][CH2:7][CH2:8][CH2:9][CH2:10][C@H:11]([NH:24][C:25](=[O:40])[O:26][CH2:27][C:28]1([CH2:32][C:33]2[CH:34]=[CH:35][C:36]([F:39])=[CH:37][CH:38]=2)[CH2:31][CH2:30][CH2:29]1)[C:12](=[O:23])[C:13](=[O:22])[NH:14][CH2:15][C:16]1[CH:17]=[N:18][CH:19]=[CH:20][CH:21]=1)(=[O:4])=[O:5]. (4) Given the reactants [CH3:1][C@@:2]12[C:10](=[O:11])[CH2:9][CH2:8][C@H:7]1[C@@H:6]1[CH2:12][CH:13]=[C:14]3[CH2:19][C@@H:18]([OH:20])[CH2:17][CH2:16][C@:15]3([CH3:21])[C@H:5]1[CH2:4][CH2:3]2.[N+:22]([C:25]1[CH:33]=[CH:32][C:28]([C:29](O)=[O:30])=[CH:27][CH:26]=1)([O-:24])=[O:23].C1(P(C2C=CC=CC=2)C2C=CC=CC=2)C=CC=CC=1.CCOC(/N=N/C(OCC)=O)=O, predict the reaction product. The product is: [N+:22]([C:25]1[CH:26]=[CH:27][C:28]([C:29]([O:20][C@@H:18]2[CH2:17][CH2:16][C@@:15]3([CH3:21])[C:14](=[CH:13][CH2:12][C@@H:6]4[C@@H:5]3[CH2:4][CH2:3][C@@:2]3([CH3:1])[C@H:7]4[CH2:8][CH2:9][C:10]3=[O:11])[CH2:19]2)=[O:30])=[CH:32][CH:33]=1)([O-:24])=[O:23]. (5) The product is: [C:1]([O:5][C:6]([NH:8][C@:9]12[CH2:45][CH2:44][C@@H:43]([C:46]3([CH3:48])[CH2:47][O:54]3)[C@@H:10]1[C@@H:11]1[C@@:24]([CH3:27])([CH2:25][CH2:26]2)[C@@:23]2([CH3:28])[C@@H:14]([C@:15]3([CH3:42])[C@@H:20]([CH2:21][CH2:22]2)[C:19]([CH3:30])([CH3:29])[C:18]([C:31]2[CH:40]=[CH:39][C:34]([C:35]([O:37][CH3:38])=[O:36])=[C:33]([F:41])[CH:32]=2)=[CH:17][CH2:16]3)[CH2:13][CH2:12]1)=[O:7])([CH3:2])([CH3:3])[CH3:4]. Given the reactants [C:1]([O:5][C:6]([NH:8][C@:9]12[CH2:45][CH2:44][C@@H:43]([C:46]([CH3:48])=[CH2:47])[C@@H:10]1[C@@H:11]1[C@@:24]([CH3:27])([CH2:25][CH2:26]2)[C@@:23]2([CH3:28])[C@@H:14]([C@:15]3([CH3:42])[C@@H:20]([CH2:21][CH2:22]2)[C:19]([CH3:30])([CH3:29])[C:18]([C:31]2[CH:40]=[CH:39][C:34]([C:35]([O:37][CH3:38])=[O:36])=[C:33]([F:41])[CH:32]=2)=[CH:17][CH2:16]3)[CH2:13][CH2:12]1)=[O:7])([CH3:4])([CH3:3])[CH3:2].ClC1C=C(C=CC=1)C(OO)=[O:54], predict the reaction product. (6) Given the reactants [CH3:1][N:2]([CH3:14])[C:3]([C:5]1[CH:13]=[CH:12][C:8](C(O)=O)=[CH:7][CH:6]=1)=[O:4].C[N:16](C)[C:17](C1C=CC(C(N=[N+]=[N-])=O)=CC=1)=[O:18].[NH2:31][C:32]1[CH:37]=[CH:36][C:35]([C:38]2[N:43]=[C:42]([N:44]3[CH2:49][CH2:48][O:47][CH2:46][CH2:45]3)[C:41]3=[CH:50][C:51]([CH2:53][N:54]([CH3:56])[CH3:55])=[CH:52][N:40]3[N:39]=2)=[CH:34][CH:33]=1, predict the reaction product. The product is: [CH3:55][N:54]([CH2:53][C:51]1[CH:50]=[C:41]2[N:40]([CH:52]=1)[N:39]=[C:38]([C:35]1[CH:36]=[CH:37][C:32]([NH:31][C:17](=[O:18])[NH:16][C:8]3[CH:7]=[CH:6][C:5]([C:3]([N:2]([CH3:1])[CH3:14])=[O:4])=[CH:13][CH:12]=3)=[CH:33][CH:34]=1)[N:43]=[C:42]2[N:44]1[CH2:45][CH2:46][O:47][CH2:48][CH2:49]1)[CH3:56]. (7) Given the reactants [C:1]([O:5][C:6]([N:8]1[CH2:13][CH2:12][N:11]([C:14]2[CH:19]=[C:18]([C:20]3[CH:25]=[CH:24][C:23]([F:26])=[C:22]([Cl:27])[CH:21]=3)[N:17]=[C:16](Cl)[N:15]=2)[CH2:10][CH2:9]1)=[O:7])([CH3:4])([CH3:3])[CH3:2].[CH3:29][CH:30]1[CH2:34][CH2:33][CH2:32][NH:31]1.C([O-])([O-])=O.[K+].[K+], predict the reaction product. The product is: [C:1]([O:5][C:6]([N:8]1[CH2:13][CH2:12][N:11]([C:14]2[CH:19]=[C:18]([C:20]3[CH:25]=[CH:24][C:23]([F:26])=[C:22]([Cl:27])[CH:21]=3)[N:17]=[C:16]([N:31]3[CH2:32][CH2:33][CH2:34][CH:30]3[CH3:29])[N:15]=2)[CH2:10][CH2:9]1)=[O:7])([CH3:2])([CH3:3])[CH3:4]. (8) Given the reactants [CH2:1]([O:3][C:4](=[O:10])[C:5](=O)[CH:6]([CH3:8])[CH3:7])[CH3:2].C(O)(=O)C(O)=O.[CH2:17]([NH:21][NH2:22])[CH2:18][CH2:19][CH3:20].CC([O-])=O.[Na+].[O-]S([O-])(=O)=O.[Mg+2], predict the reaction product. The product is: [CH2:1]([O:3][C:4](=[O:10])[C:5](=[N:22][NH:21][CH2:17][CH2:18][CH2:19][CH3:20])[CH:6]([CH3:8])[CH3:7])[CH3:2]. (9) Given the reactants [I:1][C:2]1[CH:7]=[CH:6][N:5]=[C:4]([C:8](OC)=[O:9])[CH:3]=1.[BH4-].[Na+], predict the reaction product. The product is: [I:1][C:2]1[CH:7]=[CH:6][N:5]=[C:4]([CH2:8][OH:9])[CH:3]=1.